Task: Predict the reaction yield, written as a fraction of the theoretical maximum amount of product (1.0 means a 100% yield; for example, 0.34 means a 34% yield).. Dataset: Reaction yield outcomes from USPTO patents with 853,638 reactions (1) The reactants are I[C:2]1[CH:12]=[CH:11][C:5]([C:6]([O:8][CH2:9][CH3:10])=[O:7])=[CH:4][CH:3]=1.[CH:13](=O)[CH:14]([CH3:16])[CH3:15].[O:18]1CCC[CH2:19]1. No catalyst specified. The product is [CH2:9]([O:8][C:6](=[O:7])[C:5]1[CH:11]=[CH:12][C:2]([CH:19]([OH:18])[CH2:13][CH:14]([CH3:16])[CH3:15])=[CH:3][CH:4]=1)[CH3:10]. The yield is 1.00. (2) The reactants are [C:1]([O:5][C:6]([N:8]1[CH2:12][CH2:11][CH:10]([CH2:13][CH2:14][C:15]2[CH:20]=[CH:19][C:18]([NH2:21])=[CH:17][CH:16]=2)[CH2:9]1)=[O:7])([CH3:4])([CH3:3])[CH3:2].CN1CCOCC1.CN(C(ON1N=NC2C=CC=CC1=2)=[N+](C)C)C.[B-](F)(F)(F)F.[Cl:51][C:52]1[CH:60]=[CH:59][C:55]([C:56](O)=[O:57])=[CH:54][CH:53]=1. The catalyst is C1COCC1. The product is [C:1]([O:5][C:6]([N:8]1[CH2:12][CH2:11][CH:10]([CH2:13][CH2:14][C:15]2[CH:20]=[CH:19][C:18]([NH:21][C:56](=[O:57])[C:55]3[CH:59]=[CH:60][C:52]([Cl:51])=[CH:53][CH:54]=3)=[CH:17][CH:16]=2)[CH2:9]1)=[O:7])([CH3:4])([CH3:2])[CH3:3]. The yield is 0.890. (3) The reactants are [CH:1]1[N:5]=[CH:4][N:3]([C:6](N2C=NC=C2)=[S:7])[CH:2]=1.[N:13]1([C:19]([C:21]2[CH:26]=[CH:25][CH:24]=[CH:23][C:22]=2[C:27]([F:30])([F:29])[F:28])=[O:20])[CH2:18][CH2:17][NH:16][CH2:15][CH2:14]1.C(N(CC)CC)C. The catalyst is ClCCl. The product is [N:3]1([C:6]([N:16]2[CH2:17][CH2:18][N:13]([C:19]([C:21]3[CH:26]=[CH:25][CH:24]=[CH:23][C:22]=3[C:27]([F:28])([F:30])[F:29])=[O:20])[CH2:14][CH2:15]2)=[S:7])[CH:2]=[CH:1][N:5]=[CH:4]1. The yield is 0.960. (4) The reactants are F[C:2]1[CH:7]=[CH:6][C:5]([N+:8]([O-:10])=[O:9])=[CH:4][CH:3]=1.[CH:11]1([C:17]2[CH:22]=[CH:21][C:20]([OH:23])=[CH:19][CH:18]=2)[CH2:16][CH2:15][CH2:14][CH2:13][CH2:12]1.C([O-])([O-])=O.[K+].[K+]. The catalyst is CS(C)=O. The product is [CH:11]1([C:17]2[CH:18]=[CH:19][C:20]([O:23][C:2]3[CH:7]=[CH:6][C:5]([N+:8]([O-:10])=[O:9])=[CH:4][CH:3]=3)=[CH:21][CH:22]=2)[CH2:12][CH2:13][CH2:14][CH2:15][CH2:16]1. The yield is 0.930. (5) The reactants are [CH2:1]([N:8](C)[CH:9]1[CH2:13][O:12][CH:11]2[CH:14]([O:17]CC3C=CC=CC=3)[CH2:15][O:16][CH:10]12)C1C=CC=CC=1.Cl. The catalyst is CCO.[Pd]. The product is [CH3:1][NH:8][CH:9]1[CH:10]2[O:16][CH2:15][CH:14]([OH:17])[CH:11]2[O:12][CH2:13]1. The yield is 0.886. (6) The reactants are [CH:1]([C:3]1[CH:4]=[CH:5][C:6]([O:12][CH3:13])=[C:7](B(O)O)[CH:8]=1)=[O:2].Br[C:15]1[CH:25]=[CH:24][C:18]2[O:19][C:20]([F:23])([F:22])[O:21][C:17]=2[CH:16]=1.C(=O)([O-])[O-].[K+].[K+]. The catalyst is O.CO.C([O-])(=O)C.[Pd+2].C([O-])(=O)C. The product is [F:23][C:20]1([F:22])[O:19][C:18]2[CH:24]=[CH:25][C:15]([C:7]3[CH:8]=[C:3]([CH:4]=[CH:5][C:6]=3[O:12][CH3:13])[CH:1]=[O:2])=[CH:16][C:17]=2[O:21]1. The yield is 0.390. (7) The reactants are Cl.[CH:2]([NH2:4])=[NH:3].C[O-].[Na+].CO.[C:10]([C:12]1[CH:17]=[CH:16][CH:15]=[CH:14][C:13]=1[C:18]1[CH:23]=[CH:22][C:21]([CH2:24][CH:25]([C:30](=O)[CH2:31][CH2:32][CH3:33])[C:26](OC)=[O:27])=[CH:20][CH:19]=1)#[N:11]. The catalyst is CO.O1CCOCC1. The product is [O:27]=[C:26]1[NH:4][CH:2]=[N:3][C:30]([CH2:31][CH2:32][CH3:33])=[C:25]1[CH2:24][C:21]1[CH:20]=[CH:19][C:18]([C:13]2[C:12]([C:10]#[N:11])=[CH:17][CH:16]=[CH:15][CH:14]=2)=[CH:23][CH:22]=1. The yield is 0.610.